This data is from Catalyst prediction with 721,799 reactions and 888 catalyst types from USPTO. The task is: Predict which catalyst facilitates the given reaction. (1) Reactant: [C:1]([C:3]1[CH:8]=[CH:7][N:6]=[CH:5][CH:4]=1)#[N:2].C[O-].[Na+].[NH2:12][C:13]1[CH:21]=[N:20][CH:19]=[CH:18][C:14]=1[C:15]([OH:17])=O. Product: [N:6]1[CH:7]=[CH:8][C:3]([C:1]2[N:2]=[C:15]([OH:17])[C:14]3[CH:18]=[CH:19][N:20]=[CH:21][C:13]=3[N:12]=2)=[CH:4][CH:5]=1. The catalyst class is: 5. (2) Reactant: [N:1]1[C:5]2[CH:6]=[CH:7][C:8]([C:10](Cl)=[O:11])=[CH:9][C:4]=2[NH:3][CH:2]=1.[NH2:13][C:14]1[CH:15]=[C:16]([C@@H:20]([NH:22][C:23]2[CH:28]=[N:27][CH:26]=[C:25]([Cl:29])[N:24]=2)[CH3:21])[CH:17]=[CH:18][CH:19]=1.C(N(CC)CC)C. Product: [Cl:29][C:25]1[N:24]=[C:23]([NH:22][C@H:20]([C:16]2[CH:15]=[C:14]([NH:13][C:10]([C:8]3[CH:7]=[CH:6][C:5]4[N:1]=[CH:2][NH:3][C:4]=4[CH:9]=3)=[O:11])[CH:19]=[CH:18][CH:17]=2)[CH3:21])[CH:28]=[N:27][CH:26]=1. The catalyst class is: 13. (3) Reactant: C(OC[O:5][CH:6]1[CH2:24][CH:23]2[N:8]([C:9](=[O:45])[N:10](CC3C=CC(OC)=CC=3)[CH2:11][CH2:12][CH2:13][CH2:14][CH2:15][CH:16]=[CH:17][CH:18]3[C:20]([C:26]([NH:28][S:29]([C:32]4(C)[CH2:34][CH2:33]4)(=[O:31])=[O:30])=[O:27])([NH:21][C:22]2=[O:25])[CH2:19]3)[CH2:7]1)C.Cl.C(=O)([O-])O.[Na+]. Product: [OH:5][CH:6]1[CH2:24][CH:23]2[N:8]([C:9](=[O:45])[NH:10][CH2:11][CH2:12][CH2:13][CH2:14][CH2:15][CH:16]=[CH:17][CH:18]3[C:20]([C:26]([NH:28][S:29]([CH:32]4[CH2:33][CH2:34]4)(=[O:31])=[O:30])=[O:27])([NH:21][C:22]2=[O:25])[CH2:19]3)[CH2:7]1. The catalyst class is: 36. (4) Reactant: Cl[C:2]1[CH:11]=[N:10][C:9]2[C:4](=[CH:5][CH:6]=[C:7]([O:12][CH3:13])[CH:8]=2)[N:3]=1.[C:14]([C:18]1[CH:19]=[C:20]([CH:22]=[CH:23][CH:24]=1)[NH2:21])([CH3:17])([CH3:16])[CH3:15]. Product: [C:14]([C:18]1[CH:19]=[C:20]([NH:21][C:2]2[CH:11]=[N:10][C:9]3[C:4](=[CH:5][CH:6]=[C:7]([O:12][CH3:13])[CH:8]=3)[N:3]=2)[CH:22]=[CH:23][CH:24]=1)([CH3:17])([CH3:15])[CH3:16]. The catalyst class is: 8. (5) The catalyst class is: 2. Reactant: [Br:1][C:2]1[CH:7]=[CH:6][C:5]2[CH:8]([C:10]([OH:12])=O)[CH2:9][C:4]=2[C:3]=1[Cl:13].[O-]P1(OP([O-])(=O)OP([O-])(=O)OP([O-])(=O)O1)=O.[Na+].[Na+].[Na+].[Na+].[CH2:34]([NH:41][CH2:42][CH:43]([OH:45])[CH3:44])[C:35]1[CH:40]=[CH:39][CH:38]=[CH:37][CH:36]=1.C(N(CC)CC)C. Product: [CH2:34]([N:41]([CH2:42][CH:43]([OH:45])[CH3:44])[C:10]([CH:8]1[C:5]2[CH:6]=[CH:7][C:2]([Br:1])=[C:3]([Cl:13])[C:4]=2[CH2:9]1)=[O:12])[C:35]1[CH:40]=[CH:39][CH:38]=[CH:37][CH:36]=1. (6) Reactant: [NH2:1][C:2]1[C:3]([F:23])=[C:4]([N:9]([CH2:16][C:17]2[CH:22]=[CH:21][CH:20]=[CH:19][CH:18]=2)[S:10]([CH2:13][CH2:14][CH3:15])(=[O:12])=[O:11])[CH:5]=[CH:6][C:7]=1[F:8].C[Al](C)C.[Cl:28][C:29]1[C:30]2[N:37]([CH3:38])[CH:36]=[C:35]([C:39](OCC)=[O:40])[C:31]=2[N:32]=[CH:33][N:34]=1.O1CCOCC1. Product: [CH2:16]([N:9]([C:4]1[C:3]([F:23])=[C:2]([NH:1][C:39]([C:35]2[C:31]3[N:32]=[CH:33][N:34]=[C:29]([Cl:28])[C:30]=3[N:37]([CH3:38])[CH:36]=2)=[O:40])[C:7]([F:8])=[CH:6][CH:5]=1)[S:10]([CH2:13][CH2:14][CH3:15])(=[O:12])=[O:11])[C:17]1[CH:18]=[CH:19][CH:20]=[CH:21][CH:22]=1. The catalyst class is: 345.